From a dataset of Full USPTO retrosynthesis dataset with 1.9M reactions from patents (1976-2016). Predict the reactants needed to synthesize the given product. (1) The reactants are: [CH3:1][O:2][C:3](=[O:33])[CH2:4][CH2:5][C@H:6]([C@@H:8]1[C@:25]2([CH3:26])[C@H:11]([C@H:12]3[C@H:22]([CH2:23][C@@H:24]2[OH:27])[C@:20]2([CH3:21])[C@@H:15]([CH2:16][C@@H:17]([O:28][CH2:29][CH2:30][OH:31])[CH2:18][CH2:19]2)[CH2:14][C@H:13]3[OH:32])[CH2:10][CH2:9]1)[CH3:7].[CH3:34][S:35](Cl)(=[O:37])=[O:36].C(N(CC)CC)C.[NH4+].[Cl-]. Given the product [OH:32][C@@H:13]1[CH2:14][CH:15]2[C@:20]([CH3:21])([CH2:19][CH2:18][C@H:17]([O:28][CH2:29][CH2:30][O:31][S:35]([CH3:34])(=[O:37])=[O:36])[CH2:16]2)[C@@H:22]2[C@@H:12]1[C@H:11]1[C@:25]([CH3:26])([C@@H:24]([OH:27])[CH2:23]2)[C@@H:8]([C@H:6]([CH3:7])[CH2:5][CH2:4][C:3]([O:2][CH3:1])=[O:33])[CH2:9][CH2:10]1, predict the reactants needed to synthesize it. (2) Given the product [CH2:27]([O:1][C:2]1[C:3]([C:15]2[CH:20]=[CH:19][CH:18]=[CH:17][CH:16]=2)=[N:4][C:5]2[C:10]([C:11]=1[C:12]([OH:14])=[O:13])=[CH:9][CH:8]=[CH:7][CH:6]=2)[C:28]1[CH:33]=[CH:32][CH:31]=[CH:30][CH:29]=1, predict the reactants needed to synthesize it. The reactants are: [OH:1][C:2]1[C:3]([C:15]2[CH:20]=[CH:19][CH:18]=[CH:17][CH:16]=2)=[N:4][C:5]2[C:10]([C:11]=1[C:12]([OH:14])=[O:13])=[CH:9][CH:8]=[CH:7][CH:6]=2.C([O-])([O-])=O.[K+].[K+].[CH2:27](Br)[C:28]1[CH:33]=[CH:32][CH:31]=[CH:30][CH:29]=1. (3) Given the product [Cl:1][C:2]1[C:3]([O:14][C@H:15]2[CH2:16][CH2:17][C@@H:18]([C:21]([F:22])([F:23])[F:24])[CH2:19][CH2:20]2)=[CH:4][CH:5]=[C:6]2[C:11]=1[CH:10]=[C:9]([CH:12]([OH:13])[CH3:25])[CH:8]=[CH:7]2, predict the reactants needed to synthesize it. The reactants are: [Cl:1][C:2]1[C:3]([O:14][C@H:15]2[CH2:20][CH2:19][C@@H:18]([C:21]([F:24])([F:23])[F:22])[CH2:17][CH2:16]2)=[CH:4][CH:5]=[C:6]2[C:11]=1[CH:10]=[C:9]([CH:12]=[O:13])[CH:8]=[CH:7]2.[CH3:25][Mg+].[Br-].